Task: Predict which catalyst facilitates the given reaction.. Dataset: Catalyst prediction with 721,799 reactions and 888 catalyst types from USPTO (1) Reactant: [OH-].[Na+].C1(=O)OC(=O)C=C1C.P([O-])([O-])([O-])=O.[Na+].[Na+].[Na+].[CH2:19]1[C:24](=[O:25])[N:23]([O:26][C:27]([C:29]2[CH:34]=[CH:33][CH:32]=[C:31]([N:35]3[C:40](=[O:41])[CH:39]=[CH:38][C:36]3=[O:37])[CH:30]=2)=[O:28])[C:21](=[O:22])[CH:20]1S(O)(=O)=O.SCCO. Product: [CH2:19]1[C:24](=[O:25])[N:23]([O:26][C:27]([C:29]2[CH:34]=[CH:33][CH:32]=[C:31]([N:35]3[C:36](=[O:37])[CH:38]=[CH:39][C:40]3=[O:41])[CH:30]=2)=[O:28])[C:21](=[O:22])[CH2:20]1. The catalyst class is: 6. (2) Reactant: [C:1]([C:3]1[CH:4]=[C:5]([CH:29]=[CH:30][CH:31]=1)[C:6]([NH:8][C:9]1[C:13]([C:14]2[N:18]([C:19]3[CH:24]=[CH:23][C:22]([F:25])=[C:21]([C:26]#[N:27])[CH:20]=3)[C:17](=[O:28])[O:16][N:15]=2)=[N:12][O:11][N:10]=1)=O)#[N:2].P(Cl)(Cl)(Cl)(Cl)Cl.C([BH3-])#N.[Na+]. Product: [C:1]([C:3]1[CH:4]=[C:5]([CH:29]=[CH:30][CH:31]=1)[CH2:6][NH:8][C:9]1[C:13]([C:14]2[N:18]([C:19]3[CH:24]=[CH:23][C:22]([F:25])=[C:21]([CH:20]=3)[C:26]#[N:27])[C:17](=[O:28])[O:16][N:15]=2)=[N:12][O:11][N:10]=1)#[N:2]. The catalyst class is: 48. (3) Reactant: [C:1]([O:5][C:6](=[O:15])[NH:7][C@H:8]([C:12](=O)[NH2:13])[CH2:9][C:10]#[CH:11])([CH3:4])([CH3:3])[CH3:2].COC1C=CC(P2(SP(C3C=CC(OC)=CC=3)(=S)S2)=[S:25])=CC=1. Product: [NH2:13][C:12](=[S:25])[C@@H:8]([NH:7][C:6](=[O:15])[O:5][C:1]([CH3:4])([CH3:3])[CH3:2])[CH2:9][C:10]#[CH:11]. The catalyst class is: 1. (4) Reactant: [F:1][C:2]1[CH:3]=[CH:4][C:5]([N+:12]([O-:14])=[O:13])=[C:6]([S:8](Cl)(=[O:10])=[O:9])[CH:7]=1.[CH3:15][NH2:16].O1CCCC1. Product: [F:1][C:2]1[CH:3]=[CH:4][C:5]([N+:12]([O-:14])=[O:13])=[C:6]([S:8]([NH:16][CH3:15])(=[O:10])=[O:9])[CH:7]=1. The catalyst class is: 4. (5) Reactant: Br[CH2:2][C:3]1[C:4]([C:13]2[CH:18]=[CH:17][C:16]([F:19])=[CH:15][CH:14]=2)=[N:5][O:6][C:7]=1[C:8]([O:10][CH2:11][CH3:12])=[O:9].[CH2:20]([O:22][C:23](=[O:37])[CH2:24][NH:25][CH2:26][C:27]1[CH:32]=[CH:31][C:30]([O:33][CH3:34])=[CH:29][C:28]=1[O:35][CH3:36])[CH3:21].C(=O)([O-])[O-].[K+].[K+].CCOC(C)=O. Product: [CH3:36][O:35][C:28]1[CH:29]=[C:30]([O:33][CH3:34])[CH:31]=[CH:32][C:27]=1[CH2:26][N:25]([CH2:2][C:3]1[C:4]([C:13]2[CH:18]=[CH:17][C:16]([F:19])=[CH:15][CH:14]=2)=[N:5][O:6][C:7]=1[C:8]([O:10][CH2:11][CH3:12])=[O:9])[CH2:24][C:23]([O:22][CH2:20][CH3:21])=[O:37]. The catalyst class is: 163. (6) Product: [F:26][C:19]1[CH:18]=[C:17]([CH:27]([NH:29][C:30]([C:32]2[N:33]=[C:34]([C:5]3[CH:6]=[CH:7][CH:8]=[C:3]([C:2]([F:13])([F:12])[F:1])[CH:4]=3)[S:35][CH:36]=2)=[O:31])[CH3:28])[CH:16]=[C:15]([F:14])[C:20]=1[NH:21][S:22]([CH3:25])(=[O:24])=[O:23]. Reactant: [F:1][C:2]([F:13])([F:12])[C:3]1[CH:4]=[C:5](B(O)O)[CH:6]=[CH:7][CH:8]=1.[F:14][C:15]1[CH:16]=[C:17]([CH:27]([NH:29][C:30]([C:32]2[N:33]=[C:34](Cl)[S:35][CH:36]=2)=[O:31])[CH3:28])[CH:18]=[C:19]([F:26])[C:20]=1[NH:21][S:22]([CH3:25])(=[O:24])=[O:23].C([O-])([O-])=O.[Cs+].[Cs+]. The catalyst class is: 235. (7) Reactant: Cl[C:2]1[C:3]2[C:4](=[CH:19][N:20](CC3C=CC(OC)=CC=3)[N:21]=2)[N:5]=[C:6]([C:8]2[CH:9]=[N:10][C:11]([N:14]3[CH2:18][CH2:17][CH2:16][CH2:15]3)=[CH:12][CH:13]=2)[N:7]=1.[NH2:31][C:32]1[CH:42]=[CH:41][C:35]2[O:36][CH2:37][C:38](=[O:40])[NH:39][C:34]=2[CH:33]=1.Cl. Product: [N:14]1([C:11]2[N:10]=[CH:9][C:8]([C:6]3[N:7]=[C:2]([NH:31][C:32]4[CH:42]=[CH:41][C:35]5[O:36][CH2:37][C:38](=[O:40])[NH:39][C:34]=5[CH:33]=4)[C:3]4[NH:21][N:20]=[CH:19][C:4]=4[N:5]=3)=[CH:13][CH:12]=2)[CH2:15][CH2:16][CH2:17][CH2:18]1. The catalyst class is: 71. (8) The catalyst class is: 7. Product: [CH3:10][C:1]1[CH:6]=[CH:5][C:4]([NH:7][C:8]([NH:11][C:12]2[CH:17]=[CH:16][C:15]([C:18]3[C:22]([C:23]([NH2:25])=[O:24])=[C:21]([NH:26][C:27]([NH:29][CH2:30][CH2:31][CH2:32][N:33]4[CH2:37][CH2:36][CH2:35][CH2:34]4)=[O:28])[S:20][N:19]=3)=[CH:14][CH:13]=2)=[O:9])=[CH:3][CH:2]=1. Reactant: [C:1]1([CH3:10])[CH:6]=[CH:5][C:4]([N:7]=[C:8]=[O:9])=[CH:3][CH:2]=1.[NH2:11][C:12]1[CH:17]=[CH:16][C:15]([C:18]2[C:22]([C:23]([NH2:25])=[O:24])=[C:21]([NH:26][C:27]([NH:29][CH2:30][CH2:31][CH2:32][N:33]3[CH2:37][CH2:36][CH2:35][CH2:34]3)=[O:28])[S:20][N:19]=2)=[CH:14][CH:13]=1.C(N(C(C)C)CC)(C)C.CN(C)C=O. (9) Reactant: CS(O[CH2:6][C@@H:7]1[O:12][C:11]2[CH:13]=[CH:14][C:15]([NH:17][C:18](=[O:27])[C:19]3[C:24]([F:25])=[CH:23][CH:22]=[CH:21][C:20]=3[Cl:26])=[CH:16][C:10]=2[N:9]([S:28]([C:31]2[CH:36]=[CH:35][CH:34]=[C:33]([C:37]#[N:38])[CH:32]=2)(=[O:30])=[O:29])[CH2:8]1)(=O)=O.[NH:39]1[CH2:43][CH2:42][CH2:41][CH2:40]1. Product: [Cl:26][C:20]1[CH:21]=[CH:22][CH:23]=[C:24]([F:25])[C:19]=1[C:18]([NH:17][C:15]1[CH:14]=[CH:13][C:11]2[O:12][C@@H:7]([CH2:6][N:39]3[CH2:43][CH2:42][CH2:41][CH2:40]3)[CH2:8][N:9]([S:28]([C:31]3[CH:36]=[CH:35][CH:34]=[C:33]([C:37]#[N:38])[CH:32]=3)(=[O:29])=[O:30])[C:10]=2[CH:16]=1)=[O:27]. The catalyst class is: 9. (10) Reactant: C(OC([N:8]1[CH2:13][CH2:12][N:11]([C:14]2[CH:23]=[CH:22][C:21]3[C:16](=[CH:17][CH:18]=[CH:19][CH:20]=3)[N:15]=2)[CH2:10][CH2:9]1)=O)(C)(C)C.[ClH:24]. Product: [ClH:24].[N:11]1([C:14]2[CH:23]=[CH:22][C:21]3[C:16](=[CH:17][CH:18]=[CH:19][CH:20]=3)[N:15]=2)[CH2:10][CH2:9][NH:8][CH2:13][CH2:12]1. The catalyst class is: 12.